This data is from Full USPTO retrosynthesis dataset with 1.9M reactions from patents (1976-2016). The task is: Predict the reactants needed to synthesize the given product. Given the product [CH:25]1([C@H:24]([NH:23][C:21]([C:20]2[CH:19]=[CH:18][C:17]([C:36]3[CH:41]=[CH:40][C:39]([O:42][CH3:43])=[CH:38][CH:37]=3)=[CH:16][C:15]=2[NH:14][C:12]([NH:11][C:7]2[C:6]([CH3:44])=[CH:5][C:4]([CH:1]3[CH2:3][CH2:2]3)=[CH:9][C:8]=2[CH3:10])=[O:13])=[O:22])[C:32]([OH:34])=[O:33])[CH2:3][CH2:2][CH2:1][CH2:4][CH2:31]1, predict the reactants needed to synthesize it. The reactants are: [CH:1]1([C:4]2[CH:9]=[C:8]([CH3:10])[C:7]([NH:11][C:12]([NH:14][C:15]3[CH:16]=[C:17]([C:36]4[CH:41]=[CH:40][C:39]([O:42][CH3:43])=[CH:38][CH:37]=4)[CH:18]=[CH:19][C:20]=3[C:21]([NH:23][C@H:24]([C:32]([O:34]C)=[O:33])[C@@H:25]([CH3:31])OC(C)(C)C)=[O:22])=[O:13])=[C:6]([CH3:44])[CH:5]=2)[CH2:3][CH2:2]1.[Li+].[OH-].